Dataset: NCI-60 drug combinations with 297,098 pairs across 59 cell lines. Task: Regression. Given two drug SMILES strings and cell line genomic features, predict the synergy score measuring deviation from expected non-interaction effect. Drug 1: C1C(C(OC1N2C=C(C(=O)NC2=O)F)CO)O. Drug 2: C(CCl)NC(=O)N(CCCl)N=O. Cell line: UACC62. Synergy scores: CSS=30.5, Synergy_ZIP=-12.7, Synergy_Bliss=-5.18, Synergy_Loewe=-35.1, Synergy_HSA=-0.818.